This data is from Reaction yield outcomes from USPTO patents with 853,638 reactions. The task is: Predict the reaction yield, written as a fraction of the theoretical maximum amount of product (1.0 means a 100% yield; for example, 0.34 means a 34% yield). The reactants are [N+:1]([C:4]1[CH:5]=[CH:6][C:7]2[O:11][C:10]([C:12]3[CH:17]=[CH:16][C:15]([CH3:18])=[CH:14][CH:13]=3)=[N:9][C:8]=2[CH:19]=1)([O-])=O. The catalyst is C(OCC)(=O)C.C(O)(=O)C.[Pd]. The product is [C:15]1([CH3:18])[CH:14]=[CH:13][C:12]([C:10]2[O:11][C:7]3[CH:6]=[CH:5][C:4]([NH2:1])=[CH:19][C:8]=3[N:9]=2)=[CH:17][CH:16]=1. The yield is 0.600.